Task: Predict which catalyst facilitates the given reaction.. Dataset: Catalyst prediction with 721,799 reactions and 888 catalyst types from USPTO (1) Reactant: [Cl:1][C:2]1[CH:3]=[C:4]([C:8]2[C:9]3[N:18]([CH2:19][C@H:20]4[CH2:25][CH2:24][C@H:23]([CH3:26])[CH2:22][CH2:21]4)[CH:17]=[C:16](I)[C:10]=3[N:11]=[C:12]([C:14]#[N:15])[N:13]=2)[CH:5]=[N:6][CH:7]=1.[C:28]1(B(O)O)[CH:33]=[CH:32][CH:31]=[CH:30][CH:29]=1.C([O-])([O-])=O.[Na+].[Na+].O1CCOCC1. Product: [Cl:1][C:2]1[CH:3]=[C:4]([C:8]2[C:9]3[N:18]([CH2:19][C@H:20]4[CH2:25][CH2:24][C@H:23]([CH3:26])[CH2:22][CH2:21]4)[CH:17]=[C:16]([C:28]4[CH:33]=[CH:32][CH:31]=[CH:30][CH:29]=4)[C:10]=3[N:11]=[C:12]([C:14]#[N:15])[N:13]=2)[CH:5]=[N:6][CH:7]=1. The catalyst class is: 257. (2) Reactant: F[C:2]1[CH:9]=[CH:8][C:7]([C:10]([F:13])([F:12])[F:11])=[CH:6][C:3]=1[CH:4]=[O:5].[CH:14]1([CH2:17][NH:18][CH2:19][CH2:20][CH3:21])[CH2:16][CH2:15]1.C(=O)([O-])[O-].[K+].[K+].O. Product: [CH:14]1([CH2:17][N:18]([CH2:19][CH2:20][CH3:21])[C:2]2[CH:9]=[CH:8][C:7]([C:10]([F:13])([F:12])[F:11])=[CH:6][C:3]=2[CH:4]=[O:5])[CH2:16][CH2:15]1. The catalyst class is: 11. (3) Reactant: [O:1]1[CH2:6][CH2:5][CH2:4][CH2:3][CH:2]1[N:7]1[C:15]2[C:10](=[CH:11][C:12]([C:16]3[N:20]=[CH:19][N:18]([C:21]([C:34]4[CH:39]=[CH:38][CH:37]=[CH:36][CH:35]=4)([C:28]4[CH:33]=[CH:32][CH:31]=[CH:30][CH:29]=4)[C:22]4[CH:27]=[CH:26][CH:25]=[CH:24][CH:23]=4)[N:17]=3)=[CH:13][CH:14]=2)[C:9]([C:40]2[CH:41]=[C:42]([NH2:46])[CH:43]=[CH:44][CH:45]=2)=[N:8]1.[C:47](Cl)(=[O:51])[CH2:48][CH2:49][CH3:50].C(N(CC)CC)C. Product: [O:1]1[CH2:6][CH2:5][CH2:4][CH2:3][CH:2]1[N:7]1[C:15]2[C:10](=[CH:11][C:12]([C:16]3[N:20]=[CH:19][N:18]([C:21]([C:28]4[CH:33]=[CH:32][CH:31]=[CH:30][CH:29]=4)([C:22]4[CH:27]=[CH:26][CH:25]=[CH:24][CH:23]=4)[C:34]4[CH:35]=[CH:36][CH:37]=[CH:38][CH:39]=4)[N:17]=3)=[CH:13][CH:14]=2)[C:9]([C:40]2[CH:41]=[C:42]([NH:46][C:47](=[O:51])[CH2:48][CH2:49][CH3:50])[CH:43]=[CH:44][CH:45]=2)=[N:8]1. The catalyst class is: 7. (4) Reactant: C(Cl)CCl.[C:5]([NH:12][C@H:13]([C:15]([OH:17])=[O:16])[CH3:14])([O:7][C:8]([CH3:11])([CH3:10])[CH3:9])=[O:6].[CH3:18][O:19][CH2:20][C@H:21](O)[CH3:22]. Product: [C:8]([O:7][C:5]([NH:12][C@H:13]([CH3:14])[C:15]([O:17][C@@H:21]([CH3:22])[CH2:20][O:19][CH3:18])=[O:16])=[O:6])([CH3:11])([CH3:9])[CH3:10]. The catalyst class is: 277. (5) Reactant: Cl.CN[O:4][CH3:5].Cl.C[N:8](C)[CH2:9][CH2:10][CH2:11][N:12]=[C:13]=NCC.[OH2:18].O[N:20]1[C:24]2C=CC=C[C:23]=2N=N1.C(N(CC)CC)C. Product: [CH3:5][O:4][N:12]([CH3:13])[C:11]([C:10]1[CH:23]=[CH:24][N:20]=[N:8][CH:9]=1)=[O:18]. The catalyst class is: 9. (6) Reactant: [N+:1]([C:4]1[N:5]=[CH:6][NH:7][CH:8]=1)([O-:3])=[O:2].C([O-])([O-])=O.[K+].[K+].I[CH2:16][CH3:17]. Product: [CH2:16]([N:7]1[CH:8]=[C:4]([N+:1]([O-:3])=[O:2])[N:5]=[CH:6]1)[CH3:17]. The catalyst class is: 10.